From a dataset of Forward reaction prediction with 1.9M reactions from USPTO patents (1976-2016). Predict the product of the given reaction. Given the reactants [CH2:1]([O:3][C:4](=[O:26])[C:5]1[CH:10]=[CH:9][C:8]([NH:11][C:12](=[O:25])[CH2:13][CH2:14][N:15]2[CH:23]=[N:22][C:21]3[C:20](=[O:24])[NH:19][CH:18]=[N:17][C:16]2=3)=[CH:7][CH:6]=1)[CH3:2].[CH2:27](Br)[C:28]1[CH:33]=[CH:32][CH:31]=[CH:30][CH:29]=1, predict the reaction product. The product is: [CH2:1]([O:3][C:4](=[O:26])[C:5]1[CH:10]=[CH:9][C:8]([NH:11][C:12](=[O:25])[CH2:13][CH2:14][N:15]2[CH:23]=[N:22][C:21]3[C:20](=[O:24])[N:19]([CH2:27][C:28]4[CH:33]=[CH:32][CH:31]=[CH:30][CH:29]=4)[CH:18]=[N:17][C:16]2=3)=[CH:7][CH:6]=1)[CH3:2].